Dataset: Full USPTO retrosynthesis dataset with 1.9M reactions from patents (1976-2016). Task: Predict the reactants needed to synthesize the given product. (1) The reactants are: [CH3:1][C:2]([CH3:5])([O-])[CH3:3].[K+].[NH2:7][C:8]1C=CC(O)=[C:10](C)[C:9]=1[F:16].[Cl:17][C:18]1[CH:23]=[C:22](Cl)[CH:21]=[CH:20][N:19]=1.CC(N(C)C)=[O:27]. Given the product [Cl:17][C:18]1[CH:23]=[C:22]([O:27][C:3]2[C:2]([CH3:5])=[CH:1][C:8]([NH2:7])=[C:9]([F:16])[CH:10]=2)[CH:21]=[CH:20][N:19]=1, predict the reactants needed to synthesize it. (2) Given the product [CH2:12]([O:14][C:15](=[O:18])[CH2:16][NH:17][C:2]1[C:7]([NH2:8])=[CH:6][CH:5]=[CH:4][N:3]=1)[CH3:13], predict the reactants needed to synthesize it. The reactants are: Cl[C:2]1[C:7]([N+:8]([O-])=O)=[CH:6][CH:5]=[CH:4][N:3]=1.Cl.[CH2:12]([O:14][C:15](=[O:18])[CH2:16][NH2:17])[CH3:13].C([O-])([O-])=O.[K+].[K+]. (3) Given the product [CH2:2]([O:7][C:8]1[CH:13]=[CH:12][C:11]([S:14]([Cl:20])(=[O:17])=[O:15])=[CH:10][CH:9]=1)[CH:3]=[C:4]=[CH:5][CH3:6], predict the reactants needed to synthesize it. The reactants are: [Na+].[CH2:2]([O:7][C:8]1[CH:13]=[CH:12][C:11]([S:14]([O-:17])(=O)=[O:15])=[CH:10][CH:9]=1)[CH:3]=[C:4]=[CH:5][CH3:6].P(Cl)(Cl)([Cl:20])=O.O. (4) Given the product [ClH:1].[Cl:1][C:2]1[CH:3]=[C:4]([CH:9]2[CH2:13][CH2:12][N:11]([C:15]3[CH:20]=[CH:19][C:18]([O:21][CH3:22])=[C:17]([O:23][CH2:24][CH2:25][N:26]4[CH2:27][CH2:28][CH2:29][CH2:30]4)[CH:16]=3)[C:10]2=[O:31])[CH:5]=[CH:6][C:7]=1[Cl:8], predict the reactants needed to synthesize it. The reactants are: [Cl:1][C:2]1[CH:3]=[C:4]([CH:9]2[CH2:13][CH:12](O)[N:11]([C:15]3[CH:20]=[CH:19][C:18]([O:21][CH3:22])=[C:17]([O:23][CH2:24][CH2:25][N:26]4[CH2:30][CH2:29][CH2:28][CH2:27]4)[CH:16]=3)[C:10]2=[O:31])[CH:5]=[CH:6][C:7]=1[Cl:8].FC(F)(F)C(O)=O. (5) Given the product [CH3:10][N:9]([CH3:11])[CH2:8][CH2:7][C:6]1[S:5][C:4]2[CH:12]=[CH:13][CH:14]=[CH:15][C:3]=2[C:2]=1[CH:34]([C:32]1[N:31]=[CH:30][S:29][CH:33]=1)[OH:35], predict the reactants needed to synthesize it. The reactants are: Br[C:2]1[C:3]2[CH:15]=[CH:14][CH:13]=[CH:12][C:4]=2[S:5][C:6]=1[CH2:7][CH2:8][N:9]([CH3:11])[CH3:10].CN(CCN(C)C)C.[Li]CCCC.[S:29]1[CH:33]=[C:32]([CH:34]=[O:35])[N:31]=[CH:30]1. (6) Given the product [F:32][C:30]([F:31])([F:33])[C:27]1[CH:28]=[CH:29][C:24]([CH2:23][C:20]2[CH:19]=[CH:18][C:17]([CH2:16][S:15][C:12]3[CH:13]=[CH:14][C:6]([O:5][CH2:4][C:3]([OH:34])=[O:2])=[C:7]4[C:11]=3[CH2:10][CH2:9][CH2:8]4)=[CH:22][CH:21]=2)=[CH:25][CH:26]=1, predict the reactants needed to synthesize it. The reactants are: C[O:2][C:3](=[O:34])[CH2:4][O:5][C:6]1[CH:14]=[CH:13][C:12]([S:15][CH2:16][C:17]2[CH:22]=[CH:21][C:20]([CH2:23][C:24]3[CH:29]=[CH:28][C:27]([C:30]([F:33])([F:32])[F:31])=[CH:26][CH:25]=3)=[CH:19][CH:18]=2)=[C:11]2[C:7]=1[CH2:8][CH2:9][CH2:10]2.